Predict the product of the given reaction. From a dataset of Forward reaction prediction with 1.9M reactions from USPTO patents (1976-2016). (1) The product is: [Cl:34][C:35]1[S:39][C:38]([C:40]([NH:2][CH2:3][C@@H:4]2[O:8][C:7](=[O:9])[N:6]([C:10]3[CH:15]=[CH:14][C:13]([N:16]4[CH2:21][CH2:20][O:19][CH2:18][C:17]4=[O:22])=[CH:12][CH:11]=3)[CH2:5]2)=[O:41])=[CH:37][CH:36]=1. Given the reactants Cl.[NH2:2][CH2:3][C@@H:4]1[O:8][C:7](=[O:9])[N:6]([C:10]2[CH:15]=[CH:14][C:13]([N:16]3[CH2:21][CH2:20][O:19][CH2:18][C:17]3=[O:22])=[CH:12][CH:11]=2)[CH2:5]1.C(=O)([O-])[O-].[Ca+2].C(OO)(C)(C)C.[Cl:34][C:35]1[S:39][C:38]([CH:40]=[O:41])=[CH:37][CH:36]=1, predict the reaction product. (2) Given the reactants [C:1]1([C@H:13]2[CH2:18][CH2:17][C@H:16]([CH:19]=[C:20]([C:23]#[N:24])[C:21]#[N:22])[CH2:15][CH2:14]2)[N:2]=[N:3][N:4]2[C:9]=1[C:8]1[CH:10]=[CH:11][NH:12][C:7]=1[N:6]=[CH:5]2.CC1NC(C)=C(C(OCC)=O)CC=1C(OCC)=O.O, predict the reaction product. The product is: [C:1]1([C@H:13]2[CH2:14][CH2:15][C@H:16]([CH2:19][CH:20]([C:23]#[N:24])[C:21]#[N:22])[CH2:17][CH2:18]2)[N:2]=[N:3][N:4]2[C:9]=1[C:8]1[CH:10]=[CH:11][NH:12][C:7]=1[N:6]=[CH:5]2.